From a dataset of Full USPTO retrosynthesis dataset with 1.9M reactions from patents (1976-2016). Predict the reactants needed to synthesize the given product. (1) The reactants are: [Cl:1][C:2]1[CH:10]=[CH:9][C:5]([C:6]([OH:8])=O)=[CH:4][C:3]=1[C:11]#[N:12].S(Cl)(Cl)=O.[NH2:17][C:18]1[C:19]([Cl:24])=[N:20][CH:21]=[N:22][CH:23]=1.N1C=CC=CC=1. Given the product [Cl:1][C:2]1[CH:10]=[CH:9][C:5]([C:6]([NH:17][C:18]2[C:19]([Cl:24])=[N:20][CH:21]=[N:22][CH:23]=2)=[O:8])=[CH:4][C:3]=1[C:11]#[N:12], predict the reactants needed to synthesize it. (2) Given the product [S:1]1[CH:5]=[CH:4][C:3]([N:6]2[C:14]3[C:9](=[CH:10][CH:11]=[CH:12][CH:13]=3)[C:8](=[N:22][C:21]3[CH:23]=[CH:24][CH:25]=[C:19]([C:18]([F:17])([F:26])[F:27])[CH:20]=3)[C:7]2=[O:16])=[CH:2]1, predict the reactants needed to synthesize it. The reactants are: [S:1]1[CH:5]=[CH:4][C:3]([N:6]2[C:14]3[C:9](=[CH:10][CH:11]=[CH:12][CH:13]=3)[C:8](=O)[C:7]2=[O:16])=[CH:2]1.[F:17][C:18]([F:27])([F:26])[C:19]1[CH:20]=[C:21]([CH:23]=[CH:24][CH:25]=1)[NH2:22]. (3) The reactants are: [F:1][C:2]1[C:3]([NH:26][C:27]2[CH:32]=[CH:31][C:30]([I:33])=[CH:29][C:28]=2[F:34])=[C:4]([NH:11][S:12]([C:15]2([CH2:18][C@H:19]3[CH2:23][O:22]C(C)(C)[O:20]3)[CH2:17][CH2:16]2)(=[O:14])=[O:13])[C:5]([O:9][CH3:10])=[CH:6][C:7]=1[F:8]. Given the product [F:1][C:2]1[C:3]([NH:26][C:27]2[CH:32]=[CH:31][C:30]([I:33])=[CH:29][C:28]=2[F:34])=[C:4]([NH:11][S:12]([C:15]2([CH2:18][C@H:19]([OH:20])[CH2:23][OH:22])[CH2:17][CH2:16]2)(=[O:13])=[O:14])[C:5]([O:9][CH3:10])=[CH:6][C:7]=1[F:8], predict the reactants needed to synthesize it. (4) Given the product [CH3:29][C:16]1([CH3:30])[C:17]2[C:22](=[CH:21][C:20]([N:23]3[CH2:24][CH2:25][O:26][CH2:27][CH2:28]3)=[CH:19][CH:18]=2)[N:14]([C:5]2[C:4]3[C:9](=[CH:10][CH:11]=[CH:2][CH:3]=3)[N:8]=[C:7]([CH3:12])[C:6]=2[CH3:13])[CH2:15]1, predict the reactants needed to synthesize it. The reactants are: Cl[C:2]1[CH:3]=[C:4]2[C:9](=[CH:10][CH:11]=1)[N:8]=[C:7]([CH3:12])[C:6]([CH3:13])=[C:5]2[N:14]1[C:22]2[C:17](=[CH:18][CH:19]=[C:20]([N:23]3[CH2:28][CH2:27][O:26][CH2:25][CH2:24]3)[CH:21]=2)[C:16]([CH3:30])([CH3:29])[CH2:15]1.N#N.C(N(CC)CC)C.